From a dataset of Full USPTO retrosynthesis dataset with 1.9M reactions from patents (1976-2016). Predict the reactants needed to synthesize the given product. (1) Given the product [CH3:32][O:31][CH2:30][CH2:29][C@H:25]([NH:24][C:22]([O:21][CH3:20])=[O:23])[C:26]([OH:28])=[O:27], predict the reactants needed to synthesize it. The reactants are: N1CCCCC1.C1C2C([CH2:20][O:21][C:22]([NH:24][C@@H:25]([CH2:29][CH2:30][O:31][CH3:32])[C:26]([OH:28])=[O:27])=[O:23])C3C(=CC=CC=3)C=2C=CC=1.C([O-])([O-])=O.[Na+].[Na+].ClC(OC)=O.Cl. (2) Given the product [CH3:38][C:31]1[CH:30]=[C:29]([C:9]2[CH:13]=[N:12][NH:11][CH:10]=2)[CH:34]=[C:33]([N+:35]([O-:37])=[O:36])[CH:32]=1, predict the reactants needed to synthesize it. The reactants are: CC1(C)C(C)(C)OB([C:9]2[CH:10]=[N:11][N:12](C(OC(C)(C)C)=O)[CH:13]=2)O1.C(=O)([O-])[O-].[K+].[K+].Br[C:29]1[CH:34]=[C:33]([N+:35]([O-:37])=[O:36])[CH:32]=[C:31]([CH3:38])[CH:30]=1.